This data is from Peptide-MHC class II binding affinity with 134,281 pairs from IEDB. The task is: Regression. Given a peptide amino acid sequence and an MHC pseudo amino acid sequence, predict their binding affinity value. This is MHC class II binding data. (1) The peptide sequence is AETCPIFYDVFFAVA. The MHC is HLA-DPA10103-DPB10401 with pseudo-sequence HLA-DPA10103-DPB10401. The binding affinity (normalized) is 0.840. (2) The peptide sequence is AQAAVVRFQEAANKQ. The MHC is HLA-DPA10103-DPB10401 with pseudo-sequence HLA-DPA10103-DPB10401. The binding affinity (normalized) is 0. (3) The peptide sequence is FLQRSVSTVCSRISR. The MHC is DRB1_1101 with pseudo-sequence DRB1_1101. The binding affinity (normalized) is 0.642. (4) The peptide sequence is YDEPMTPGQCNMVVE. The MHC is HLA-DPA10201-DPB10501 with pseudo-sequence HLA-DPA10201-DPB10501. The binding affinity (normalized) is 0. (5) The peptide sequence is KSSKPLVGPFNFRFM. The MHC is DRB1_1602 with pseudo-sequence DRB1_1602. The binding affinity (normalized) is 0.489. (6) The peptide sequence is ALLVVAVGLRVV. The MHC is DRB1_1302 with pseudo-sequence DRB1_1302. The binding affinity (normalized) is 0.686. (7) The peptide sequence is QIRMAKLLGRDPEQS. The MHC is DRB1_1201 with pseudo-sequence DRB1_1201. The binding affinity (normalized) is 0.230.